The task is: Regression/Classification. Given a drug SMILES string, predict its absorption, distribution, metabolism, or excretion properties. Task type varies by dataset: regression for continuous measurements (e.g., permeability, clearance, half-life) or binary classification for categorical outcomes (e.g., BBB penetration, CYP inhibition). Dataset: pampa_ncats.. This data is from PAMPA (Parallel Artificial Membrane Permeability Assay) permeability data from NCATS. (1) The molecule is C1=CC=C(C=C1)NC2=C(N=C(O2)C3=CC=CC4=CC=CC=C43)C#N. The result is 1 (high permeability). (2) The compound is C1=CC=C(C(=C1)C2=NC3=C(O2)C=CC(=C3)NC(=O)C4=CC=C(O4)[N+](=O)[O-])F. The result is 1 (high permeability). (3) The compound is CC1=C(C(N=C(N1)NC2=NC3=CC=CC=C3O2)C4=C(C=NN4)Cl)C(=O)NC5=NN=CS5. The result is 1 (high permeability).